Dataset: Catalyst prediction with 721,799 reactions and 888 catalyst types from USPTO. Task: Predict which catalyst facilitates the given reaction. Reactant: CCN(C(C)C)C(C)C.[C:10]1([C:16]2[NH:20][N:19]=[C:18]([C:21]([NH:23][CH2:24][C:25]([OH:27])=O)=[O:22])[CH:17]=2)[CH:15]=[CH:14][CH:13]=[CH:12][CH:11]=1.C1C=CC2N(O)N=NC=2C=1.CCN=C=NCCCN(C)C.Cl.Cl.[Cl:51][C:52]1[CH:53]=[C:54]([CH:62]=[CH:63][CH:64]=1)[O:55][CH:56]1[CH2:61][CH2:60][NH:59][CH2:58][CH2:57]1.Cl.ClC1C=CC=CC=1OC1CCNCC1. Product: [Cl:51][C:52]1[CH:53]=[C:54]([CH:62]=[CH:63][CH:64]=1)[O:55][CH:56]1[CH2:57][CH2:58][N:59]([C:25](=[O:27])[CH2:24][NH:23][C:21]([C:18]2[CH:17]=[C:16]([C:10]3[CH:11]=[CH:12][CH:13]=[CH:14][CH:15]=3)[NH:20][N:19]=2)=[O:22])[CH2:60][CH2:61]1. The catalyst class is: 18.